Dataset: Forward reaction prediction with 1.9M reactions from USPTO patents (1976-2016). Task: Predict the product of the given reaction. (1) Given the reactants [Cl:1][C:2]1[CH:3]=[C:4]2[C:8](=[CH:9][CH:10]=1)[NH:7][C:6]([C:11]([O:13][CH2:14][CH3:15])=[O:12])=[CH:5]2.C(=O)([O-])[O-].[K+].[K+].[CH2:22](Cl)[C:23]1[CH:28]=[CH:27][CH:26]=[CH:25][CH:24]=1, predict the reaction product. The product is: [CH2:22]([N:7]1[C:8]2[C:4](=[CH:3][C:2]([Cl:1])=[CH:10][CH:9]=2)[CH:5]=[C:6]1[C:11]([O:13][CH2:14][CH3:15])=[O:12])[C:23]1[CH:28]=[CH:27][CH:26]=[CH:25][CH:24]=1. (2) Given the reactants Cl.[NH:2]([C:4]1[CH:12]=[CH:11][CH:10]=[CH:9][C:5]=1[C:6]([OH:8])=[O:7])[NH2:3].C(N(CC)CC)C.C[O:21][C:22](=O)[N:23]=[C:24](SC)[C:25](=[N:36][C:37]1[CH:42]=[CH:41][C:40]([C:43]#[N:44])=[C:39]([F:45])[CH:38]=1)[C:26]1[CH:31]=[CH:30][C:29]([O:32][CH3:33])=[C:28]([O:34][CH3:35])[CH:27]=1, predict the reaction product. The product is: [C:43]([C:40]1[CH:41]=[CH:42][C:37]([NH:36][CH:25]([C:26]2[CH:31]=[CH:30][C:29]([O:32][CH3:33])=[C:28]([O:34][CH3:35])[CH:27]=2)[C:24]2[NH:23][C:22](=[O:21])[N:2]([C:4]3[CH:12]=[CH:11][CH:10]=[CH:9][C:5]=3[C:6]([OH:8])=[O:7])[N:3]=2)=[CH:38][C:39]=1[F:45])#[N:44]. (3) Given the reactants [CH2:1]([N:3]1[C:9]2[CH:10]=[CH:11][C:12]([NH2:14])=[CH:13][C:8]=2[O:7][CH2:6][CH2:5][CH2:4]1)[CH3:2].Cl[C:16]1[N:21]=[C:20]([NH:22][C:23]2[C:34]([F:35])=[CH:33][CH:32]=[CH:31][C:24]=2[C:25]([NH:27][CH2:28][C:29]#[CH:30])=[O:26])[C:19]([Cl:36])=[CH:18][N:17]=1, predict the reaction product. The product is: [Cl:36][C:19]1[C:20]([NH:22][C:23]2[C:34]([F:35])=[CH:33][CH:32]=[CH:31][C:24]=2[C:25]([NH:27][CH2:28][C:29]#[CH:30])=[O:26])=[N:21][C:16]([NH:14][C:12]2[CH:11]=[CH:10][C:9]3[N:3]([CH2:1][CH3:2])[CH2:4][CH2:5][CH2:6][O:7][C:8]=3[CH:13]=2)=[N:17][CH:18]=1. (4) Given the reactants [H-].[Na+].[C:3]([O:9][CH2:10][CH3:11])(=[O:8])[CH2:4][C:5]([CH3:7])=[O:6].C([Li])CCC.[C:17]([C:21]1[N:22](/[CH:39]=[CH:40]/[CH:41]=[O:42])[C:23]([C:33]2[CH:38]=[CH:37][N:36]=[CH:35][CH:34]=2)=[C:24]([C:26]2[CH:31]=[CH:30][C:29]([F:32])=[CH:28][CH:27]=2)[N:25]=1)([CH3:20])([CH3:19])[CH3:18], predict the reaction product. The product is: [C:17]([C:21]1[N:22]([CH:39]=[CH:40][CH:41]([OH:42])[CH2:7][C:5](=[O:6])[CH2:4][C:3]([O:9][CH2:10][CH3:11])=[O:8])[C:23]([C:33]2[CH:34]=[CH:35][N:36]=[CH:37][CH:38]=2)=[C:24]([C:26]2[CH:27]=[CH:28][C:29]([F:32])=[CH:30][CH:31]=2)[N:25]=1)([CH3:20])([CH3:18])[CH3:19]. (5) The product is: [Cl:11][C:12]1[N:17]=[C:16]([Cl:18])[C:15]([F:19])=[C:14]([NH:2][NH2:3])[N:13]=1. Given the reactants O.[NH2:2][NH2:3].C(N(CC)CC)C.[Cl:11][C:12]1[N:17]=[C:16]([Cl:18])[C:15]([F:19])=[C:14](Cl)[N:13]=1, predict the reaction product. (6) Given the reactants [F:1][C:2]([F:42])([F:41])[C:3]1[CH:4]=[C:5]([CH:34]=[C:35]([C:37]([F:40])([F:39])[F:38])[CH:36]=1)[CH2:6][C:7]1[C:12]([N:13]2[CH2:18][CH2:17][O:16][CH2:15][CH2:14]2)=[CH:11][N:10]=[C:9]([NH:19][C@@H:20]2[C:29]3[C:24](=[CH:25][CH:26]=[C:27]([O:30][CH3:31])[N:28]=3)[NH:23][C@H:22]([CH2:32][CH3:33])[CH2:21]2)[N:8]=1.[Cl:43][CH2:44][CH2:45][N:46]=[C:47]=[O:48].C(=O)([O-])O.[Na+], predict the reaction product. The product is: [Cl:43][CH2:44][CH2:45][NH:46][C:47]([N:23]1[C:24]2[C:29](=[N:28][C:27]([O:30][CH3:31])=[CH:26][CH:25]=2)[C@@H:20]([NH:19][C:9]2[N:8]=[C:7]([CH2:6][C:5]3[CH:4]=[C:3]([C:2]([F:1])([F:41])[F:42])[CH:36]=[C:35]([C:37]([F:38])([F:39])[F:40])[CH:34]=3)[C:12]([N:13]3[CH2:14][CH2:15][O:16][CH2:17][CH2:18]3)=[CH:11][N:10]=2)[CH2:21][C@H:22]1[CH2:32][CH3:33])=[O:48]. (7) Given the reactants N[C:2]1[CH:3]=[C:4]([CH:9]=[C:10]([N+:13]([O-:15])=[O:14])[C:11]=1[CH3:12])[C:5]([O:7][CH3:8])=[O:6].N([O-])=O.[Na+].[I-:20].[K+], predict the reaction product. The product is: [I:20][C:2]1[CH:3]=[C:4]([CH:9]=[C:10]([N+:13]([O-:15])=[O:14])[C:11]=1[CH3:12])[C:5]([O:7][CH3:8])=[O:6]. (8) Given the reactants O=[C:2]1[NH:7][CH2:6][C:5]2([CH2:12][CH2:11][N:10]([C:13]([O:15][C:16]([CH3:19])([CH3:18])[CH3:17])=[O:14])[CH2:9][CH2:8]2)[O:4][CH2:3]1.B.C1COCC1.CSC.B, predict the reaction product. The product is: [O:4]1[C:5]2([CH2:12][CH2:11][N:10]([C:13]([O:15][C:16]([CH3:19])([CH3:18])[CH3:17])=[O:14])[CH2:9][CH2:8]2)[CH2:6][NH:7][CH2:2][CH2:3]1. (9) Given the reactants [CH3:1][O:2][C:3]([C:5]1[C:10](I)=[C:9]([NH2:12])[N:8]=[C:7]([Cl:13])[N:6]=1)=[O:4].[CH:14]([Sn](CCCC)(CCCC)CCCC)=[CH2:15], predict the reaction product. The product is: [CH3:1][O:2][C:3]([C:5]1[C:10]([CH:14]=[CH2:15])=[C:9]([NH2:12])[N:8]=[C:7]([Cl:13])[N:6]=1)=[O:4]. (10) The product is: [NH2:44][C:2]1[N:3]([C:22]2[C:27]3[C:26](=[CH:31][CH:30]=[C:29]([O:53][CH3:52])[CH:28]=3)[C:25]([CH3:32])=[CH:24][CH:23]=2)[C:4]([SH:7])=[N:5][N:6]=1. Given the reactants Br[C:2]1[N:3]([C:22]2[C:31]3[C:26](=[CH:27][CH:28]=[CH:29][CH:30]=3)[C:25]([CH:32]3CC3)=[CH:24][CH:23]=2)[C:4]([S:7]CC(NC2C=CC(C(O)=O)=CC=2Cl)=O)=[N:5][N:6]=1.Cl.NNC(N)=N.C([N:44](C(C)C)CC)(C)C.CN(C)[CH:52]=[O:53], predict the reaction product.